Dataset: Retrosynthesis with 50K atom-mapped reactions and 10 reaction types from USPTO. Task: Predict the reactants needed to synthesize the given product. (1) Given the product CS(=O)(=O)c1ccc(OCC[C@H]2C[C@H]2C2CCN(c3ncc(Cl)cn3)CC2)nc1, predict the reactants needed to synthesize it. The reactants are: CS(=O)(=O)c1ccc(Br)nc1.OCC[C@@H]1C[C@@H]1C1CCN(c2ncc(Cl)cn2)CC1. (2) Given the product COc1ccc(-c2nn(-c3ccc(Br)cc3)c3c(C(F)(F)F)cccc23)cc1, predict the reactants needed to synthesize it. The reactants are: COc1ccc(C(=O)c2cccc(C(F)(F)F)c2F)cc1.NNc1ccc(Br)cc1. (3) The reactants are: Nc1ncc(Br)nc1Br.OB(O)c1ccc(Cl)cc1. Given the product Nc1ncc(Br)nc1-c1ccc(Cl)cc1, predict the reactants needed to synthesize it. (4) Given the product NC(=O)c1cc(-c2cccc(C(F)(F)F)c2)nc2c1[nH]c1cc([N+](=O)[O-])ccc12, predict the reactants needed to synthesize it. The reactants are: COC(=O)c1cc(-c2cccc(C(F)(F)F)c2)nc2c1[nH]c1cc([N+](=O)[O-])ccc12.N. (5) Given the product CCC1CN(c2ccc(Cl)c(C(F)(F)F)c2)C(=O)C1c1cccc(F)c1, predict the reactants needed to synthesize it. The reactants are: CCC1=C(c2cccc(F)c2)C(=O)N(c2ccc(Cl)c(C(F)(F)F)c2)C1.